Dataset: Catalyst prediction with 721,799 reactions and 888 catalyst types from USPTO. Task: Predict which catalyst facilitates the given reaction. (1) Reactant: [CH:1]1[C:10]2[C:5](=[CH:6][C:7]([C:11]([OH:13])=O)=[CH:8][CH:9]=2)[CH:4]=[CH:3][N:2]=1.C1N=CN(C(N2C=NC=C2)=O)C=1.[NH2:26][NH2:27]. Product: [CH:1]1[C:10]2[C:5](=[CH:6][C:7]([C:11]([NH:26][NH2:27])=[O:13])=[CH:8][CH:9]=2)[CH:4]=[CH:3][N:2]=1. The catalyst class is: 3. (2) Reactant: [O:1]1[C:6]2[CH:7]=[CH:8][CH:9]=[CH:10][C:5]=2[O:4][CH2:3][C@@H:2]1[C:11](O)=[O:12].[H-].[H-].[H-].[H-].[Li+].[Al+3]. Product: [O:1]1[C:6]2[CH:7]=[CH:8][CH:9]=[CH:10][C:5]=2[O:4][CH2:3][C@@H:2]1[CH2:11][OH:12]. The catalyst class is: 1. (3) Reactant: [O:1]([CH2:8][CH2:9][CH2:10][CH2:11]Br)[C:2]1[CH:7]=[CH:6][CH:5]=[CH:4][CH:3]=1.[O-:13][S:14]([O-:16])=[O:15].[Na+:17].[Na+].CCO. Product: [Na+:17].[O:1]([CH2:8][CH2:9][CH2:10][CH2:11][S:14]([O-:16])(=[O:15])=[O:13])[C:2]1[CH:7]=[CH:6][CH:5]=[CH:4][CH:3]=1. The catalyst class is: 6.